Dataset: Forward reaction prediction with 1.9M reactions from USPTO patents (1976-2016). Task: Predict the product of the given reaction. Given the reactants Br[CH2:2][CH:3]1[CH2:8][CH2:7][O:6][CH2:5][CH2:4]1.[Na+].[Cl-].[CH3:11][NH:12][CH3:13], predict the reaction product. The product is: [CH3:11][N:12]([CH3:13])[CH2:2][CH:3]1[CH2:8][CH2:7][O:6][CH2:5][CH2:4]1.